Dataset: Reaction yield outcomes from USPTO patents with 853,638 reactions. Task: Predict the reaction yield, written as a fraction of the theoretical maximum amount of product (1.0 means a 100% yield; for example, 0.34 means a 34% yield). (1) The reactants are C1CC=CCC=1.C([O:14][C:15]1[CH:16]=[C:17]([NH:21][C:22]2[N:27]=[CH:26][C:25]([NH:28][C:29]3[CH:34]=[CH:33][CH:32]=[C:31]([O:35]CC4C=CC=CC=4)[CH:30]=3)=[CH:24][N:23]=2)[CH:18]=[CH:19][CH:20]=1)C1C=CC=CC=1. The catalyst is CN(C=O)C.C(O)C.C(OCC)(=O)C.[OH-].[Pd+2].[OH-]. The product is [OH:14][C:15]1[CH:16]=[C:17]([NH:21][C:22]2[N:27]=[CH:26][C:25]([NH:28][C:29]3[CH:34]=[CH:33][CH:32]=[C:31]([OH:35])[CH:30]=3)=[CH:24][N:23]=2)[CH:18]=[CH:19][CH:20]=1. The yield is 0.680. (2) The reactants are [F:1][C:2]1[CH:3]=[C:4]([OH:9])[CH:5]=[CH:6][C:7]=1[F:8].F[C:11]1[CH:16]=[CH:15][C:14]([F:17])=[CH:13][C:12]=1[N+:18]([O-:20])=[O:19].[F:21][C:22]1[CH:23]=[C:24]([CH:34]=[CH:35][C:36]=1[F:37])[O:25][C:26]1[CH:32]=[CH:31][C:30]([F:33])=[CH:29][C:27]=1[NH2:28].[NH2:38][C:39]1[S:40][CH:41]=[CH:42][N:43]=1. No catalyst specified. The product is [F:1][C:2]1[CH:3]=[C:4]([CH:5]=[CH:6][C:7]=1[F:8])[O:9][C:11]1[CH:16]=[CH:15][C:14]([F:17])=[CH:13][C:12]=1[N+:18]([O-:20])=[O:19].[F:21][C:22]1[CH:23]=[C:24]([CH:34]=[CH:35][C:36]=1[F:37])[O:25][C:26]1[CH:32]=[CH:31][C:30]([F:33])=[CH:29][C:27]=1[NH:28][C:4]([NH:38][C:39]1[S:40][CH:41]=[CH:42][N:43]=1)=[O:9]. The yield is 0.780.